Predict the product of the given reaction. From a dataset of Forward reaction prediction with 1.9M reactions from USPTO patents (1976-2016). (1) Given the reactants [CH2:1]=[C:2]([C:4]1[CH:5]=[C:6]2[C:10](=[CH:11][CH:12]=1)[NH:9][N:8]=[CH:7]2)[CH3:3].N1C2C(=CC=CC=2)C=N1, predict the reaction product. The product is: [CH:2]([C:4]1[CH:5]=[C:6]2[C:10](=[CH:11][CH:12]=1)[NH:9][N:8]=[CH:7]2)([CH3:3])[CH3:1]. (2) Given the reactants [F:1][C:2]1[C:3]([CH3:26])=[C:4]([C:8]2([C:22]([O:24][CH3:25])=[O:23])[CH2:13][CH:12]=[C:11](OS(C(F)(F)F)(=O)=O)[CH2:10][CH2:9]2)[CH:5]=[CH:6][CH:7]=1.[F:27][C:28]1[CH:29]=[C:30](B(O)O)[CH:31]=[N:32][CH:33]=1.[F-].[Cs+].COCCOC, predict the reaction product. The product is: [F:1][C:2]1[C:3]([CH3:26])=[C:4]([C:8]2([C:22]([O:24][CH3:25])=[O:23])[CH2:13][CH:12]=[C:11]([C:30]3[CH:31]=[N:32][CH:33]=[C:28]([F:27])[CH:29]=3)[CH2:10][CH2:9]2)[CH:5]=[CH:6][CH:7]=1. (3) Given the reactants [NH2:1][C:2]1[CH:6]=[CH:5][N:4]([CH2:7][CH2:8][CH2:9][OH:10])[N:3]=1.N1C(C)=CC=CC=1C.[CH:19]1([CH2:24][C@H:25]([C:29]2[CH:34]=[CH:33][C:32]([Cl:35])=[C:31]([Cl:36])[CH:30]=2)[C:26](Cl)=[O:27])[CH2:23][CH2:22][CH2:21][CH2:20]1, predict the reaction product. The product is: [CH:19]1([CH2:24][C@H:25]([C:29]2[CH:34]=[CH:33][C:32]([Cl:35])=[C:31]([Cl:36])[CH:30]=2)[C:26]([NH:1][C:2]2[CH:6]=[CH:5][N:4]([CH2:7][CH2:8][CH2:9][OH:10])[N:3]=2)=[O:27])[CH2:23][CH2:22][CH2:21][CH2:20]1. (4) Given the reactants C(O[CH:4]1[O:8][N:7]=[C:6]([C:9]2[N:14]=[C:13]([NH:15]C(=O)C(C)(C)C)[CH:12]=[CH:11][CH:10]=2)[CH:5]1[CH3:22])C.S(=O)(=O)(O)O.C(=O)([O-])[O-].[Na+].[Na+], predict the reaction product. The product is: [CH3:22][C:5]1[C:6]([C:9]2[N:14]=[C:13]([NH2:15])[CH:12]=[CH:11][CH:10]=2)=[N:7][O:8][CH:4]=1.